From a dataset of Full USPTO retrosynthesis dataset with 1.9M reactions from patents (1976-2016). Predict the reactants needed to synthesize the given product. (1) Given the product [OH:1][C:2]1[C:11]2[C:6](=[CH:7][CH:8]=[CH:9][CH:10]=2)[N:5]=[CH:4][C:3]=1[CH2:14][OH:12], predict the reactants needed to synthesize it. The reactants are: [OH:1][C:2]1[C:11]2[C:6](=[CH:7][CH:8]=[CH:9][CH:10]=2)[N:5]=[CH:4][CH:3]=1.[OH-:12].[Na+].[CH2:14]=O. (2) The reactants are: P([O-])([O-])([O-])=O.[K+].[K+].[K+].C1N=C(N)C2N=CN([C@@H]3O[C@H](COP(OP(OC[C@H]4O[C@@H](N5C=C(C(N)=O)CC=C5)[C@H](O)[C@@H]4O)(O)=O)(O)=O)[C@@H](O)[C@H]3O)C=2N=1.C[C@@H](O)CCCCCC.[CH2:62]([O:64][C:65](=[O:71])[CH2:66][C:67]([CH2:69][Cl:70])=[O:68])[CH3:63]. Given the product [CH2:62]([O:64][C:65](=[O:71])[CH2:66][CH:67]([OH:68])[CH2:69][Cl:70])[CH3:63], predict the reactants needed to synthesize it. (3) Given the product [O:30]=[S:25]1(=[O:31])[CH2:29][CH2:28][CH2:27][N:26]1[C:2]1[CH:7]=[CH:6][C:5]([C:8]([N:10]2[CH2:15][CH2:14][N:13]([C:16]3[C:21]([CH3:22])=[CH:20][C:19]([CH3:23])=[C:18]([CH3:24])[N:17]=3)[CH2:12][CH2:11]2)=[O:9])=[CH:4][CH:3]=1, predict the reactants needed to synthesize it. The reactants are: I[C:2]1[CH:7]=[CH:6][C:5]([C:8]([N:10]2[CH2:15][CH2:14][N:13]([C:16]3[C:21]([CH3:22])=[CH:20][C:19]([CH3:23])=[C:18]([CH3:24])[N:17]=3)[CH2:12][CH2:11]2)=[O:9])=[CH:4][CH:3]=1.[S:25]1(=[O:31])(=[O:30])[CH2:29][CH2:28][CH2:27][NH:26]1. (4) Given the product [Cl:1][C:2]1[N:3]=[C:4]([NH:43][CH:41]([CH2:40][CH2:39][CH2:38][O:37][C:36]2[CH:44]=[C:45]([N+:48]([O-:50])=[O:49])[CH:46]=[CH:47][C:35]=2[N:32]2[CH:33]=[N:34][C:30]([CH3:29])=[N:31]2)[CH3:42])[C:5]2[CH2:10][CH2:9][CH:8]([C:11]3[CH:16]=[CH:15][C:14]([F:17])=[CH:13][C:12]=3[F:18])[C:6]=2[N:7]=1, predict the reactants needed to synthesize it. The reactants are: [Cl:1][C:2]1[N:3]=[C:4](Cl)[C:5]2[CH2:10][CH2:9][CH:8]([C:11]3[CH:16]=[CH:15][C:14]([F:17])=[CH:13][C:12]=3[F:18])[C:6]=2[N:7]=1.C(N(C(C)C)CC)(C)C.[CH3:29][C:30]1[N:34]=[CH:33][N:32]([C:35]2[CH:47]=[CH:46][C:45]([N+:48]([O-:50])=[O:49])=[CH:44][C:36]=2[O:37][CH2:38][CH2:39][CH2:40][CH:41]([NH2:43])[CH3:42])[N:31]=1. (5) Given the product [I:1][C:2]1[CH:3]=[C:4]2[C:9](=[CH:10][CH:11]=1)[N:8]([CH2:12][CH2:13][O:14][CH3:15])[CH:7]=[C:6]([C:16]([OH:18])=[O:17])[C:5]2=[O:21], predict the reactants needed to synthesize it. The reactants are: [I:1][C:2]1[CH:3]=[C:4]2[C:9](=[CH:10][CH:11]=1)[N:8]([CH2:12][CH2:13][O:14][CH3:15])[CH:7]=[C:6]([C:16]([O:18]CC)=[O:17])[C:5]2=[O:21].[OH-].[Na+].